Dataset: Forward reaction prediction with 1.9M reactions from USPTO patents (1976-2016). Task: Predict the product of the given reaction. (1) Given the reactants [C:1]([O:5][C:6]([NH:8][CH2:9][CH:10]1[CH2:15][CH2:14][CH:13]([C:16]([O:18]N2C(=O)CCC2=O)=O)[CH2:12][CH2:11]1)=[O:7])([CH3:4])([CH3:3])[CH3:2].Cl.[Cl:27][CH2:28][CH2:29][CH2:30][CH2:31][CH2:32][CH2:33][O:34][CH2:35][CH2:36][O:37][CH2:38][CH2:39][NH2:40].C(N(CC)C(C)C)(C)C, predict the reaction product. The product is: [Cl:27][CH2:28][CH2:29][CH2:30][CH2:31][CH2:32][CH2:33][O:34][CH2:35][CH2:36][O:37][CH2:38][CH2:39][NH:40][C:16]([CH:13]1[CH2:12][CH2:11][CH:10]([CH2:9][NH:8][C:6](=[O:7])[O:5][C:1]([CH3:2])([CH3:3])[CH3:4])[CH2:15][CH2:14]1)=[O:18]. (2) Given the reactants Br.[NH2:2][C@H:3]([C:7]1[O:8][C:9]([C:16]2[C:24]3[C:19](=[C:20]([Br:25])[CH:21]=[CH:22][CH:23]=3)[NH:18][CH:17]=2)=[C:10]([C:12]([O:14][CH3:15])=[O:13])[N:11]=1)[CH:4]([CH3:6])[CH3:5].C1C=CC2N(O)N=NC=2C=1.[NH:36]([C:49]([O:51][CH2:52][C:53]1[CH:58]=[CH:57][CH:56]=[CH:55][CH:54]=1)=[O:50])[C@H:37]([C:46](O)=[O:47])[CH2:38][C:39]1[CH:44]=[CH:43][C:42]([OH:45])=[CH:41][CH:40]=1.C(N(CC)C(C)C)(C)C.C(Cl)CCl, predict the reaction product. The product is: [CH2:52]([O:51][C:49]([NH:36][C@@H:37]([CH2:38][C:39]1[CH:44]=[CH:43][C:42]([OH:45])=[CH:41][CH:40]=1)[C:46]([NH:2][C@H:3]([C:7]1[O:8][C:9]([C:16]2[C:24]3[C:19](=[C:20]([Br:25])[CH:21]=[CH:22][CH:23]=3)[NH:18][CH:17]=2)=[C:10]([C:12]([O:14][CH3:15])=[O:13])[N:11]=1)[CH:4]([CH3:6])[CH3:5])=[O:47])=[O:50])[C:53]1[CH:54]=[CH:55][CH:56]=[CH:57][CH:58]=1. (3) Given the reactants [Cl:1][C:2]1[C:12]2[CH2:11][O:10][C:9]3[CH:13]=[CH:14][CH:15]=[CH:16][C:8]=3[C:7](=[CH:17][C:18]3[CH:19]=[C:20]([NH2:24])[CH:21]=[CH:22][CH:23]=3)[C:6]=2[CH:5]=[CH:4][CH:3]=1.[CH3:25][S:26](Cl)(=[O:28])=[O:27], predict the reaction product. The product is: [Cl:1][C:2]1[C:12]2[CH2:11][O:10][C:9]3[CH:13]=[CH:14][CH:15]=[CH:16][C:8]=3[C:7](=[CH:17][C:18]3[CH:19]=[C:20]([NH:24][S:26]([CH3:25])(=[O:28])=[O:27])[CH:21]=[CH:22][CH:23]=3)[C:6]=2[CH:5]=[CH:4][CH:3]=1. (4) Given the reactants [CH3:1][N:2]1[CH:6]=[CH:5][CH:4]=[C:3]1[CH:7]=[O:8].[N+:9]([O-])([OH:11])=[O:10].[OH-].[Na+], predict the reaction product. The product is: [CH3:1][N:2]1[CH:6]=[C:5]([N+:9]([O-:11])=[O:10])[CH:4]=[C:3]1[CH:7]=[O:8].